Task: Predict the reactants needed to synthesize the given product.. Dataset: Full USPTO retrosynthesis dataset with 1.9M reactions from patents (1976-2016) (1) Given the product [C:84]([O:88][C:89]([N:91]([CH3:143])[C@@H:92]([CH3:142])[C:93]([NH:95][C@H:96]([C:117](=[O:141])[N:118]1[C@H:127]([C:128](=[O:140])[NH:129][C@H:130]2[C:139]3[C:134](=[CH:135][CH:136]=[CH:137][CH:138]=3)[CH2:133][CH2:132][CH2:131]2)[CH2:126][C:125]2[C:120](=[CH:121][CH:122]=[CH:123][CH:124]=2)[CH2:119]1)[CH2:97][C:98]1[CH:99]=[CH:100][C:101]([N:104]([CH2:106][C:107]2[CH:116]=[CH:115][C:110]([C:111]([OH:113])=[O:112])=[CH:109][CH:108]=2)[CH3:105])=[CH:102][CH:103]=1)=[O:94])=[O:90])([CH3:86])([CH3:87])[CH3:85], predict the reactants needed to synthesize it. The reactants are: CC(C)(C)[C@H](NC(=O)[C@@H](NC)C)C(N1[C@H](C(=O)N[C@H]2C3C(=CC=CC=3)CCC2)C[C@H](NC(C2C=CC(CNC3C=CC(C[C@H](NC(=O)[C@@H](NC)C)C(N4[C@H](C(N[C@H]5C6C(=CC=CC=6)CCC5)=O)CC5C(=CC=CC=5)C4)=O)=CC=3)=CC=2)=O)C1)=O.[C:84]([O:88][C:89]([N:91]([CH3:143])[C@@H:92]([CH3:142])[C:93]([NH:95][C@H:96]([C:117](=[O:141])[N:118]1[C@H:127]([C:128](=[O:140])[NH:129][C@H:130]2[C:139]3[C:134](=[CH:135][CH:136]=[CH:137][CH:138]=3)[CH2:133][CH2:132][CH2:131]2)[CH2:126][C:125]2[C:120](=[CH:121][CH:122]=[CH:123][CH:124]=2)[CH2:119]1)[CH2:97][C:98]1[CH:103]=[CH:102][C:101]([N:104]([CH2:106][C:107]2[CH:116]=[CH:115][C:110]([C:111]([O:113]C)=[O:112])=[CH:109][CH:108]=2)[CH3:105])=[CH:100][CH:99]=1)=[O:94])=[O:90])([CH3:87])([CH3:86])[CH3:85]. (2) Given the product [C:12]([O:11][C:9](=[O:10])[C:8]1[CH:16]=[C:4]([CH:1]2[CH2:3][CH2:2]2)[C:5]([O:18][CH2:19][C:20]2([CH3:27])[CH2:25][CH2:24][C:23]3([CH2:29][CH2:26]3)[CH2:22][CH2:21]2)=[CH:6][C:7]=1[F:17])([CH3:14])([CH3:13])[CH3:15], predict the reactants needed to synthesize it. The reactants are: [CH:1]1([C:4]2[C:5]([O:18][CH2:19][C:20]3([CH3:27])[CH2:25][CH2:24][C:23](=[CH2:26])[CH2:22][CH2:21]3)=[CH:6][C:7]([F:17])=[C:8]([CH:16]=2)[C:9]([O:11][C:12]([CH3:15])([CH3:14])[CH3:13])=[O:10])[CH2:3][CH2:2]1.Cl[CH2:29]I.C([Zn]CC)C. (3) Given the product [C:47]1([C:46]2[N:53]=[C:4]([CH2:5][C:6]([O:7][CH3:2])=[O:8])[O:9][N:45]=2)[CH:52]=[CH:51][CH:50]=[CH:49][CH:48]=1, predict the reactants needed to synthesize it. The reactants are: C[C:2]1(C)[O:7][C:6](=[O:8])[CH2:5][C:4](=[O:9])O1.CO.C1C=CC2N(O)N=NC=2C=1.CCN=C=NCCCN(C)C.Cl.C(N(CC)C(C)C)(C)C.O[N:45]=[C:46]([NH2:53])[C:47]1[CH:52]=[CH:51][CH:50]=[CH:49][CH:48]=1. (4) Given the product [CH3:10][O:11][C:12]1[CH:13]=[C:14]([C:18]2[CH:23]=[CH:22][C:21](/[C:24](/[CH3:31])=[CH:25]/[CH2:26][OH:27])=[CH:20][CH:19]=2)[CH:15]=[CH:16][CH:17]=1, predict the reactants needed to synthesize it. The reactants are: CC(C[AlH]CC(C)C)C.[CH3:10][O:11][C:12]1[CH:13]=[C:14]([C:18]2[CH:23]=[CH:22][C:21](/[C:24](/[CH3:31])=[CH:25]/[C:26](OCC)=[O:27])=[CH:20][CH:19]=2)[CH:15]=[CH:16][CH:17]=1. (5) Given the product [Cl:31][C:32]1[CH:39]=[C:38]([Cl:40])[CH:37]=[CH:36][C:33]=1[CH:34]([OH:35])[CH2:1][C:2]1[C:11]2[C:6](=[CH:7][C:8]([O:12][S:13]([C:16]([F:18])([F:19])[F:17])(=[O:15])=[O:14])=[CH:9][CH:10]=2)[O:5][C:4](=[O:20])[CH:3]=1, predict the reactants needed to synthesize it. The reactants are: [CH3:1][C:2]1[C:11]2[C:6](=[CH:7][C:8]([O:12][S:13]([C:16]([F:19])([F:18])[F:17])(=[O:15])=[O:14])=[CH:9][CH:10]=2)[O:5][C:4](=[O:20])[CH:3]=1.[Li+].C[Si]([N-][Si](C)(C)C)(C)C.[Cl:31][C:32]1[CH:39]=[C:38]([Cl:40])[CH:37]=[CH:36][C:33]=1[CH:34]=[O:35]. (6) Given the product [CH3:4][O:5][C:6](=[O:24])[C:7]1[C:12]([NH:13][C:14]2[CH:19]=[CH:18][C:17]([Br:20])=[CH:16][C:15]=2[F:21])=[C:11]([F:22])[C:10]([O:2][CH3:1])=[N:9][CH:8]=1, predict the reactants needed to synthesize it. The reactants are: [CH3:1][O-:2].[Na+].[CH3:4][O:5][C:6](=[O:24])[C:7]1[C:12]([NH:13][C:14]2[CH:19]=[CH:18][C:17]([Br:20])=[CH:16][C:15]=2[F:21])=[C:11]([F:22])[C:10](Cl)=[N:9][CH:8]=1.CO.